This data is from Catalyst prediction with 721,799 reactions and 888 catalyst types from USPTO. The task is: Predict which catalyst facilitates the given reaction. (1) Reactant: [NH2:1][C:2]1[CH:3]=[C:4]([CH:37]=[CH:38][C:39]=1[O:40]CC1C=CC=CC=1)[O:5][CH2:6][C@@H:7]([OH:36])[CH2:8][N:9]([CH2:17][CH2:18][CH:19]([C:28]1[CH:33]=[CH:32][C:31]([O:34][CH3:35])=[CH:30][CH:29]=1)[C:20]1[CH:25]=[CH:24][C:23]([O:26][CH3:27])=[CH:22][CH:21]=1)CC1C=CC=CC=1.N1C=CC=CC=1.[CH3:54][S:55](Cl)(=[O:57])=[O:56]. Product: [OH:40][C:39]1[CH:38]=[CH:37][C:4]([O:5][CH2:6][C@@H:7]([OH:36])[CH2:8][NH:9][CH2:17][CH2:18][CH:19]([C:28]2[CH:33]=[CH:32][C:31]([O:34][CH3:35])=[CH:30][CH:29]=2)[C:20]2[CH:25]=[CH:24][C:23]([O:26][CH3:27])=[CH:22][CH:21]=2)=[CH:3][C:2]=1[NH:1][S:55]([CH3:54])(=[O:57])=[O:56]. The catalyst class is: 4. (2) Reactant: [Cl:1][C:2]1[CH:3]=[C:4]([CH:8]([NH:14][C:15](=O)C)[CH2:9][CH2:10][N:11](C)[CH3:12])[CH:5]=[CH:6][CH:7]=1.[OH-].[Na+]. Product: [Cl:1][C:2]1[CH:3]=[C:4]([CH:8]([NH:14][CH3:15])[CH2:9][CH2:10][NH:11][CH3:12])[CH:5]=[CH:6][CH:7]=1. The catalyst class is: 33. (3) Reactant: [CH2:1]([O:8][CH2:9][N:10]1[C:18]2[C:17]([O:19][CH3:20])=[N:16][CH:15]=[N:14][C:13]=2[C:12]([C@H:21]2[C@H:25]([OH:26])[C@H:24]([OH:27])[C@@H:23]([CH2:28][OH:29])[N:22]2[C:30]([O:32][C:33]([CH3:36])([CH3:35])[CH3:34])=[O:31])=[CH:11]1)[C:2]1[CH:7]=[CH:6][CH:5]=[CH:4][CH:3]=1.[C:37](Cl)([C:50]1[CH:55]=[CH:54][CH:53]=[CH:52][CH:51]=1)([C:44]1[CH:49]=[CH:48][CH:47]=[CH:46][CH:45]=1)[C:38]1[CH:43]=[CH:42][CH:41]=[CH:40][CH:39]=1.C(N(CC)CC)C. Product: [CH2:1]([O:8][CH2:9][N:10]1[C:18]2[C:17]([O:19][CH3:20])=[N:16][CH:15]=[N:14][C:13]=2[C:12]([C@H:21]2[C@H:25]([OH:26])[C@H:24]([OH:27])[C@@H:23]([CH2:28][O:29][C:37]([C:38]3[CH:43]=[CH:42][CH:41]=[CH:40][CH:39]=3)([C:50]3[CH:51]=[CH:52][CH:53]=[CH:54][CH:55]=3)[C:44]3[CH:45]=[CH:46][CH:47]=[CH:48][CH:49]=3)[N:22]2[C:30]([O:32][C:33]([CH3:36])([CH3:35])[CH3:34])=[O:31])=[CH:11]1)[C:2]1[CH:7]=[CH:6][CH:5]=[CH:4][CH:3]=1. The catalyst class is: 154. (4) Product: [C:1]([O:5][C:6](=[O:25])[N:7]([CH2:9][C:10]1[CH:14]=[C:13]([C:28]2[CH:29]=[CH:30][CH:31]=[C:32]([O:33][CH3:34])[C:27]=2[F:26])[N:12]([S:16]([C:19]2[CH:20]=[N:21][CH:22]=[CH:23][CH:24]=2)(=[O:18])=[O:17])[CH:11]=1)[CH3:8])([CH3:4])([CH3:3])[CH3:2]. The catalyst class is: 103. Reactant: [C:1]([O:5][C:6](=[O:25])[N:7]([CH2:9][C:10]1[CH:14]=[C:13](Br)[N:12]([S:16]([C:19]2[CH:20]=[N:21][CH:22]=[CH:23][CH:24]=2)(=[O:18])=[O:17])[CH:11]=1)[CH3:8])([CH3:4])([CH3:3])[CH3:2].[F:26][C:27]1[C:32]([O:33][CH3:34])=[CH:31][CH:30]=[CH:29][C:28]=1B(O)O.C(=O)([O-])O.[Na+].COCCOC. (5) Reactant: Br[C:2]1[CH:3]=[C:4]2[NH:10][C:9](=[O:11])[C:8]3([CH2:16][CH2:15][O:14][CH2:13][CH2:12]3)[C:5]2=[N:6][CH:7]=1.[B:17]1(B2OC(C)(C)C(C)(C)O2)[O:21]C(C)(C)C(C)(C)[O:18]1.C([O-])(=O)C.[K+].CS(C)=O. Product: [O:11]=[C:9]1[NH:10][C:4]2[C:5](=[N:6][CH:7]=[C:2]([B:17]([OH:21])[OH:18])[CH:3]=2)[C:8]21[CH2:16][CH2:15][O:14][CH2:13][CH2:12]2. The catalyst class is: 13. (6) Reactant: [CH2:1]([O:5][C:6]([CH:8]1[CH2:13][CH2:12][CH:11]=[CH:10][CH:9]1OC(=O)C)=[O:7])[CH2:2][CH2:3][CH3:4].CC(C)([O-])C.[K+].O. Product: [CH2:1]([O:5][C:6]([C:8]1[CH2:13][CH2:12][CH:11]=[CH:10][CH:9]=1)=[O:7])[CH2:2][CH2:3][CH3:4]. The catalyst class is: 7. (7) Product: [OH:18][CH:9]([C:6]1[CH:5]=[CH:4][C:3]([O:2][CH3:1])=[CH:8][CH:7]=1)[C:10]([C:12]1[CH:13]=[CH:14][CH:15]=[CH:16][CH:17]=1)=[O:11]. Reactant: [CH3:1][O:2][C:3]1[CH:8]=[CH:7][C:6]([CH:9]([O:18][Si](C)(C)C)[C:10]([C:12]2[CH:17]=[CH:16][CH:15]=[CH:14][CH:13]=2)=[O:11])=[CH:5][CH:4]=1.FC(F)(F)C(O)=O.C(=O)([O-])[O-].[Na+].[Na+].C(OCC)(=O)C. The catalyst class is: 6.